From a dataset of Retrosynthesis with 50K atom-mapped reactions and 10 reaction types from USPTO. Predict the reactants needed to synthesize the given product. (1) The reactants are: COc1c(C(=O)O)nc(N2CCCCS2(=O)=O)n(C)c1=O.NCc1ccc(F)cc1. Given the product COc1c(C(=O)NCc2ccc(F)cc2)nc(N2CCCCS2(=O)=O)n(C)c1=O, predict the reactants needed to synthesize it. (2) The reactants are: CC(Oc1ccc(Oc2ccc(Cl)cc2)cc1)C(=O)O.OCCCCCl. Given the product CC(Oc1ccc(Oc2ccc(Cl)cc2)cc1)C(=O)OCCCCCl, predict the reactants needed to synthesize it. (3) Given the product COCCCN1CCOc2ccc(CO[C@H]3CN(S(=O)(=O)c4ccc(C)cc4)[C@H](CC(C)(C)C(=O)N(C)C)C[C@@H]3c3ccc(OC)cc3)cc21, predict the reactants needed to synthesize it. The reactants are: CNC.COCCCN1CCOc2ccc(CO[C@H]3CN(S(=O)(=O)c4ccc(C)cc4)[C@H](CC(C)(C)C(=O)O)C[C@@H]3c3ccc(OC)cc3)cc21. (4) Given the product COc1ccc(C)cc1NC(=O)Nc1ccc(N2CCC(C(=O)Nc3c(C)cccc3Cl)CC2)cc1, predict the reactants needed to synthesize it. The reactants are: COc1ccc(C)cc1NC(=O)Nc1ccc(N2CCC(C(=O)O)CC2)cc1.Cc1cccc(Cl)c1N. (5) Given the product COCOc1ccc(Cc2c(C)cc(CO)cc2C)cc1Cc1ccc(F)cc1, predict the reactants needed to synthesize it. The reactants are: COCOc1ccc(Cc2c(C)cc(C(=O)OC)cc2C)cc1Cc1ccc(F)cc1. (6) Given the product COc1cc(-c2ccc3nc(NC(C)=O)cn3n2)cnc1OC, predict the reactants needed to synthesize it. The reactants are: CC(=O)Nc1cn2nc(Cl)ccc2n1.COc1cc(Br)cnc1OC. (7) Given the product Cc1cccc(-c2nc3cccnn3c2-c2ccnc(NC(=O)C3CC3)c2)c1, predict the reactants needed to synthesize it. The reactants are: Cc1cccc(-c2nc3cccnn3c2-c2ccnc(N)c2)c1.O=C(Cl)C1CC1. (8) Given the product CC(C)(C)OC(=O)N1CC[C@H]1COc1cncc([C@H]2C[C@@H]2CO)c1, predict the reactants needed to synthesize it. The reactants are: CC(C)C(=O)OC[C@H]1C[C@@H]1c1cncc(OC[C@@H]2CCN2C(=O)OC(C)(C)C)c1. (9) Given the product CCOC(=O)c1cn(C2CC2)c2c(Cl)c(F)c(F)c(C)c2c1=O, predict the reactants needed to synthesize it. The reactants are: CCOC(=O)C(=CNC1CC1)C(=O)c1c(C)c(F)c(F)c(Cl)c1F.